Dataset: Catalyst prediction with 721,799 reactions and 888 catalyst types from USPTO. Task: Predict which catalyst facilitates the given reaction. (1) Reactant: [CH3:1][C:2]([C:4]1[CH:5]=[CH:6][CH:7]=[C:8]([OH:10])[CH:9]=1)=[O:3].[CH2:11]=O.Cl.[CH3:14][NH:15][CH3:16].Cl. Product: [CH3:14][N:15]([CH3:11])[CH2:16][CH2:1][C:2]([C:4]1[CH:5]=[CH:6][CH:7]=[C:8]([OH:10])[CH:9]=1)=[O:3]. The catalyst class is: 422. (2) Reactant: [Cl:1][C:2]1[C:3](F)=[C:4]2[C:9](=[CH:10][CH:11]=1)[O:8][CH:7]([C:12]([F:15])([F:14])[F:13])[C:6]([C:16]([O:18][CH2:19][CH3:20])=[O:17])=[CH:5]2.[C:22]1([OH:28])[CH:27]=[CH:26][CH:25]=[CH:24][CH:23]=1.C(=O)([O-])[O-].[K+].[K+].CC#N. Product: [Cl:1][C:2]1[C:3]([O:28][C:22]2[CH:27]=[CH:26][CH:25]=[CH:24][CH:23]=2)=[C:4]2[C:9](=[CH:10][CH:11]=1)[O:8][CH:7]([C:12]([F:15])([F:14])[F:13])[C:6]([C:16]([O:18][CH2:19][CH3:20])=[O:17])=[CH:5]2. The catalyst class is: 18.